Dataset: Catalyst prediction with 721,799 reactions and 888 catalyst types from USPTO. Task: Predict which catalyst facilitates the given reaction. (1) The catalyst class is: 11. Reactant: [CH3:1][C:2]1([CH3:11])[O:10][C@@H:9]2[C@@H:4]([CH2:5][O:6][C:7]2=[O:8])[O:3]1.[H-].C([NH2+]CC(C)C)C(C)C.CO. Product: [CH3:1][C:2]1([CH3:11])[O:3][C@@H:4]2[CH2:5][O:6][C@@H:7]([OH:8])[C@@H:9]2[O:10]1. (2) Reactant: [C:1]([C:5]1[S:13][C:12]2[C:11]([OH:14])=[N:10][C:9]([C:15]3[CH:20]=[CH:19][N:18]=[CH:17][CH:16]=3)=[N:8][C:7]=2[CH:6]=1)([CH3:4])([CH3:3])[CH3:2].[CH:21]([C:24]1[CH:29]=[C:28]([CH:30]([CH3:32])[CH3:31])[CH:27]=[C:26]([CH:33]([CH3:35])[CH3:34])[C:25]=1[S:36](Cl)(=[O:38])=[O:37])([CH3:23])[CH3:22].CCN(CC)CC. Product: [C:1]([C:5]1[S:13][C:12]2[C:11]([O:14][S:36]([C:25]3[C:26]([CH:33]([CH3:34])[CH3:35])=[CH:27][C:28]([CH:30]([CH3:32])[CH3:31])=[CH:29][C:24]=3[CH:21]([CH3:23])[CH3:22])(=[O:38])=[O:37])=[N:10][C:9]([C:15]3[CH:16]=[CH:17][N:18]=[CH:19][CH:20]=3)=[N:8][C:7]=2[CH:6]=1)([CH3:4])([CH3:2])[CH3:3]. The catalyst class is: 808. (3) The catalyst class is: 82. Product: [CH3:1][O:2][C:3]1[C:11]([NH:12][C:13](=[O:18])[C:14]([F:16])([F:15])[F:17])=[CH:10][C:9]([N+:19]([O-:21])=[O:20])=[C:5]([CH:4]=1)[C:6]([OH:8])=[O:7]. Reactant: [CH3:1][O:2][C:3]1[CH:4]=[C:5]([CH:9]=[CH:10][C:11]=1[NH:12][C:13](=[O:18])[C:14]([F:17])([F:16])[F:15])[C:6]([OH:8])=[O:7].[N+:19]([O-])([OH:21])=[O:20].[Na+].[Cl-]. (4) Reactant: [Br:1][C:2]1[CH:3]=[C:4]2[C:9](=[N:10][CH:11]=1)[N:8]([CH2:12][CH3:13])[CH:7]=[C:6]([C:14]([O:16]CC)=[O:15])[C:5]2=[O:19].[OH-].[K+]. Product: [Br:1][C:2]1[CH:3]=[C:4]2[C:9](=[N:10][CH:11]=1)[N:8]([CH2:12][CH3:13])[CH:7]=[C:6]([C:14]([OH:16])=[O:15])[C:5]2=[O:19]. The catalyst class is: 8. (5) Reactant: Br[C:2]([CH3:31])([CH3:30])[C:3]([NH:5][C:6]1[C:15]2[C:10](=[CH:11][CH:12]=[C:13]([CH3:16])[CH:14]=2)[N:9]=[C:8]([N:17]2[CH2:23][C:22]3[CH:24]=[CH:25][CH:26]=[CH:27][C:21]=3[S:20](=[O:29])(=[O:28])[CH2:19][CH2:18]2)[CH:7]=1)=[O:4].[N-:32]=[N+:33]=[N-:34].[Na+]. Product: [N:32]([C:2]([CH3:31])([CH3:30])[C:3]([NH:5][C:6]1[C:15]2[C:10](=[CH:11][CH:12]=[C:13]([CH3:16])[CH:14]=2)[N:9]=[C:8]([N:17]2[CH2:23][C:22]3[CH:24]=[CH:25][CH:26]=[CH:27][C:21]=3[S:20](=[O:29])(=[O:28])[CH2:19][CH2:18]2)[CH:7]=1)=[O:4])=[N+:33]=[N-:34]. The catalyst class is: 10. (6) Reactant: [CH3:1][NH:2][C:3](=[O:24])[C:4]1[CH:9]=[C:8]([O:10][C:11]2[CH:12]=[C:13]3[C:18](=[CH:19][CH:20]=2)[N:17]=[C:16](S(C)=O)[N:15]=[CH:14]3)[CH:7]=[CH:6][N:5]=1.CCN(C(C)C)C(C)C.Cl.[NH2:35][C@@H:36]1[CH2:41][CH2:40][CH2:39][CH2:38][C@H:37]1[OH:42]. Product: [OH:42][C@@H:37]1[CH2:38][CH2:39][CH2:40][CH2:41][C@H:36]1[NH:35][C:16]1[N:15]=[CH:14][C:13]2[C:18](=[CH:19][CH:20]=[C:11]([O:10][C:8]3[CH:7]=[CH:6][N:5]=[C:4]([C:3]([NH:2][CH3:1])=[O:24])[CH:9]=3)[CH:12]=2)[N:17]=1. The catalyst class is: 37.